Dataset: Forward reaction prediction with 1.9M reactions from USPTO patents (1976-2016). Task: Predict the product of the given reaction. (1) Given the reactants CS(O[CH:6]1[CH2:9][N:8]([CH:10]([C:17]2[CH:22]=[CH:21][CH:20]=[CH:19][CH:18]=2)[C:11]2[CH:16]=[CH:15][CH:14]=[CH:13][CH:12]=2)[CH2:7]1)(=O)=O.[NH:23]1[CH2:28][CH2:27][NH:26][CH2:25][CH2:24]1, predict the reaction product. The product is: [C:11]1([CH:10]([C:17]2[CH:22]=[CH:21][CH:20]=[CH:19][CH:18]=2)[N:8]2[CH2:9][CH:6]([N:23]3[CH2:28][CH2:27][NH:26][CH2:25][CH2:24]3)[CH2:7]2)[CH:16]=[CH:15][CH:14]=[CH:13][CH:12]=1. (2) Given the reactants [CH2:1]([N:3]([CH2:30][C:31](O)=[O:32])[C:4]([C:6]1[CH:7]=[C:8]2[C:16](=[CH:17][CH:18]=1)[N:15]([S:19]([CH2:22][CH3:23])(=[O:21])=[O:20])[C:14]1[CH2:13][CH2:12][CH:11]([CH:24]3[CH2:29][CH2:28][O:27][CH2:26][CH2:25]3)[CH2:10][C:9]2=1)=[O:5])[CH3:2].[NH2:34][CH2:35][CH:36]([OH:38])[CH3:37].C(N(C(C)C)C(C)C)C.CN(C(ON1N=NC2C=CC=NC1=2)=[N+](C)C)C.F[P-](F)(F)(F)(F)F, predict the reaction product. The product is: [CH2:1]([N:3]([CH2:30][C:31]([NH:34][CH2:35][CH:36]([OH:38])[CH3:37])=[O:32])[C:4]([C:6]1[CH:7]=[C:8]2[C:16](=[CH:17][CH:18]=1)[N:15]([S:19]([CH2:22][CH3:23])(=[O:21])=[O:20])[C:14]1[CH2:13][CH2:12][CH:11]([CH:24]3[CH2:25][CH2:26][O:27][CH2:28][CH2:29]3)[CH2:10][C:9]2=1)=[O:5])[CH3:2]. (3) Given the reactants [C:1]([C:3]1[CH:8]=[CH:7][CH:6]=[CH:5][C:4]=1[C:9]1[CH:14]=[CH:13][C:12]([CH2:15][CH:16]([C:22](=O)[CH2:23][CH2:24][CH3:25])[C:17](OCC)=[O:18])=[C:11]([F:27])[CH:10]=1)#[N:2].[CH3:28][O:29][CH2:30][CH:31]([NH:33][C:34]1[NH:38][C:37]([CH3:39])=[N:36][N:35]=1)[CH3:32], predict the reaction product. The product is: [F:27][C:11]1[CH:10]=[C:9]([C:4]2[C:3]([C:1]#[N:2])=[CH:8][CH:7]=[CH:6][CH:5]=2)[CH:14]=[CH:13][C:12]=1[CH2:15][C:16]1[C:17](=[O:18])[N:33]([CH:31]([CH3:32])[CH2:30][O:29][CH3:28])[C:34]2[N:35]([N:36]=[C:37]([CH3:39])[N:38]=2)[C:22]=1[CH2:23][CH2:24][CH3:25]. (4) Given the reactants B.C1COCC1.[Br:7][C:8]1[CH:9]=[CH:10][CH:11]=[C:12]2[C:16]=1[N:15]([C:17](=O)[CH2:18][C:19]1[CH:24]=[CH:23][CH:22]=[C:21]([O:25][CH3:26])[CH:20]=1)[CH2:14][CH2:13]2.Cl.[OH-].[Na+], predict the reaction product. The product is: [Br:7][C:8]1[CH:9]=[CH:10][CH:11]=[C:12]2[C:16]=1[N:15]([CH2:17][CH2:18][C:19]1[CH:24]=[CH:23][CH:22]=[C:21]([O:25][CH3:26])[CH:20]=1)[CH2:14][CH2:13]2.